This data is from Peptide-MHC class II binding affinity with 134,281 pairs from IEDB. The task is: Regression. Given a peptide amino acid sequence and an MHC pseudo amino acid sequence, predict their binding affinity value. This is MHC class II binding data. (1) The peptide sequence is EMKYFAATQFEPLAA. The MHC is HLA-DPA10103-DPB10401 with pseudo-sequence HLA-DPA10103-DPB10401. The binding affinity (normalized) is 0.877. (2) The peptide sequence is VMAPDKPSLDISLET. The MHC is DRB1_0802 with pseudo-sequence DRB1_0802. The binding affinity (normalized) is 0.0440. (3) The peptide sequence is GELQIVDKIDAAPKI. The MHC is DRB1_1101 with pseudo-sequence DRB1_1101. The binding affinity (normalized) is 0.716.